From a dataset of Full USPTO retrosynthesis dataset with 1.9M reactions from patents (1976-2016). Predict the reactants needed to synthesize the given product. (1) Given the product [ClH:24].[N+:21]([C:16]1[CH:17]=[CH:18][CH:19]=[CH:20][C:15]=1[O:14][CH:11]1[CH2:12][CH2:13][NH:8][CH2:9][CH2:10]1)([O-:23])=[O:22], predict the reactants needed to synthesize it. The reactants are: C(OC([N:8]1[CH2:13][CH2:12][CH:11]([O:14][C:15]2[CH:20]=[CH:19][CH:18]=[CH:17][C:16]=2[N+:21]([O-:23])=[O:22])[CH2:10][CH2:9]1)=O)(C)(C)C.[ClH:24].CCOCC. (2) Given the product [OH:22][C:21]1[CH:20]=[C:19]([CH:27]=[CH:26][C:23]=1[O:24][CH3:25])/[CH:18]=[C:7]1/[C:8](=[O:16])[C:9]2[C:5]([CH2:6]/1)=[CH:4][C:3]([O:2][CH3:1])=[C:11]([O:12][CH3:13])[C:10]=2[O:14][CH3:15], predict the reactants needed to synthesize it. The reactants are: [CH3:1][O:2][C:3]1[CH:4]=[C:5]2[C:9](=[C:10]([O:14][CH3:15])[C:11]=1[O:12][CH3:13])[C:8](=[O:16])[CH2:7][CH2:6]2.O=[CH:18][C:19]1[CH:27]=[CH:26][C:23]([O:24][CH3:25])=[C:21]([OH:22])[CH:20]=1.C1(C)C=CC(S(O)(=O)=O)=CC=1. (3) Given the product [NH2:25][C:22]1[CH:23]=[CH:24][C:19]([O:18][CH2:17][C:16]([O:15][CH2:14][CH2:13][O:12][C:10](=[O:11])[CH2:9][O:8][C:7]2[CH:6]=[CH:5][C:4]([NH2:1])=[CH:30][CH:29]=2)=[O:28])=[CH:20][CH:21]=1, predict the reactants needed to synthesize it. The reactants are: [N+:1]([C:4]1[CH:30]=[CH:29][C:7]([O:8][CH2:9][C:10]([O:12][CH2:13][CH2:14][O:15][C:16](=[O:28])[CH2:17][O:18][C:19]2[CH:24]=[CH:23][C:22]([N+:25]([O-])=O)=[CH:21][CH:20]=2)=[O:11])=[CH:6][CH:5]=1)([O-])=O.[H][H]. (4) Given the product [NH2:15][C:11]1[CH:10]=[C:9]([NH:8][C:5]2[N:4]=[C:3]([NH:18][C:19]3[CH:24]=[CH:23][CH:22]=[CH:21][C:20]=3[S:25]([NH:28][CH3:29])(=[O:27])=[O:26])[C:2]([Cl:1])=[CH:7][N:6]=2)[CH:14]=[CH:13][CH:12]=1, predict the reactants needed to synthesize it. The reactants are: [Cl:1][C:2]1[C:3]([NH:18][C:19]2[CH:24]=[CH:23][CH:22]=[CH:21][C:20]=2[S:25]([NH:28][CH3:29])(=[O:27])=[O:26])=[N:4][C:5]([NH:8][C:9]2[CH:14]=[CH:13][CH:12]=[C:11]([N+:15]([O-])=O)[CH:10]=2)=[N:6][CH:7]=1. (5) Given the product [Cl:1][C:2]1[C:7]([O:8][C:9]2[CH:14]=[CH:13][C:12]([F:15])=[CH:11][C:10]=2[F:16])=[CH:6][N:5]=[C:4]([S:31]([CH3:19])(=[O:33])=[O:30])[N:3]=1, predict the reactants needed to synthesize it. The reactants are: [Cl:1][C:2]1[C:7]([O:8][C:9]2[CH:14]=[CH:13][C:12]([F:15])=[CH:11][C:10]=2[F:16])=[CH:6][N:5]=[C:4](SC)[N:3]=1.[CH:19]1C=C(Cl)C=C(C(OO)=O)C=1.[O-:30][S:31]([O-:33])=O.[Na+].[Na+].CC(=O)OCC. (6) Given the product [Br:1][C:2]1[CH:3]=[C:4]([F:11])[C:5]([O:10][CH2:16][CH2:15][CH:14]=[CH2:13])=[C:6]([CH:9]=1)[CH:7]=[O:8], predict the reactants needed to synthesize it. The reactants are: [Br:1][C:2]1[CH:3]=[C:4]([F:11])[C:5]([OH:10])=[C:6]([CH:9]=1)[CH:7]=[O:8].Br[CH2:13][CH2:14][CH:15]=[CH2:16].C(=O)([O-])[O-].[K+].[K+]. (7) Given the product [Cl:3][C:4]1[O:8][N:7]=[C:6]([C:9]([OH:11])=[O:10])[CH:5]=1, predict the reactants needed to synthesize it. The reactants are: [Li+].[OH-].[Cl:3][C:4]1[O:8][N:7]=[C:6]([C:9]([O:11]CC)=[O:10])[CH:5]=1.